From a dataset of Full USPTO retrosynthesis dataset with 1.9M reactions from patents (1976-2016). Predict the reactants needed to synthesize the given product. (1) Given the product [C:1]([C:12]1([OH:13])[C:6]2=[N:5][CH:9]=[CH:8][N:7]2[CH2:10][CH2:11]1)#[CH:2], predict the reactants needed to synthesize it. The reactants are: [C:1]([Mg]Br)#[CH:2].[N:5]1[CH:9]=[CH:8][N:7]2[CH2:10][CH2:11][C:12](=[O:13])[C:6]=12. (2) Given the product [CH2:35]([N:42]1[C:46]([CH2:47][CH2:48][O:1][C:2]2[C:3]([CH2:13][CH2:14][CH3:15])=[C:4]3[C:9](=[CH:10][CH:11]=2)[C:8](=[O:12])[CH2:7][CH2:6][CH2:5]3)=[CH:45][N:44]=[CH:43]1)[C:36]1[CH:37]=[CH:38][CH:39]=[CH:40][CH:41]=1, predict the reactants needed to synthesize it. The reactants are: [OH:1][C:2]1[C:3]([CH2:13][CH2:14][CH3:15])=[C:4]2[C:9](=[CH:10][CH:11]=1)[C:8](=[O:12])[CH2:7][CH2:6][CH2:5]2.C1(P(C2C=CC=CC=2)C2C=CC=CC=2)C=CC=CC=1.[CH2:35]([N:42]1[C:46]([CH2:47][CH2:48]O)=[CH:45][N:44]=[CH:43]1)[C:36]1[CH:41]=[CH:40][CH:39]=[CH:38][CH:37]=1.N(C(OCC)=O)=NC(OCC)=O. (3) Given the product [NH2:7][CH2:32][C:33]1[CH:60]=[C:36]2[CH2:37][N:38]([C:42]([O:44][CH2:45][C:46]3[CH:51]=[C:50]([C:52]([F:55])([F:54])[F:53])[CH:49]=[C:48]([C:56]([F:59])([F:58])[F:57])[CH:47]=3)=[O:43])[CH2:39][CH2:40][CH2:41][N:35]2[N:34]=1, predict the reactants needed to synthesize it. The reactants are: Cl.COC1C=C(OC)C=C(OC)C=1C[NH2:7].C(N(CC)C(C)C)(C)C.C(=O)([O-])[O-].[K+].[K+].Br[CH2:32][C:33]1[CH:60]=[C:36]2[CH2:37][N:38]([C:42]([O:44][CH2:45][C:46]3[CH:51]=[C:50]([C:52]([F:55])([F:54])[F:53])[CH:49]=[C:48]([C:56]([F:59])([F:58])[F:57])[CH:47]=3)=[O:43])[CH2:39][CH2:40][CH2:41][N:35]2[N:34]=1.FC(F)(F)C(O)=O.[OH-].[Na+]. (4) Given the product [N:1]1([C:7]2[N:12]=[CH:11][N:10]=[C:9]([NH:13][C:14]3[CH:15]=[C:16]([CH2:20][S:21]([NH2:24])(=[O:22])=[O:23])[CH:17]=[CH:18][CH:19]=3)[N:8]=2)[CH2:6][CH2:5][NH:27][CH2:3][CH2:2]1, predict the reactants needed to synthesize it. The reactants are: [N:1]1([C:7]2[N:12]=[CH:11][N:10]=[C:9]([NH:13][C:14]3[CH:15]=[C:16]([CH2:20][S:21]([NH2:24])(=[O:23])=[O:22])[CH:17]=[CH:18][CH:19]=3)[N:8]=2)[CH2:6][CH2:5]C[CH2:3][CH2:2]1.ClC1N=CN=C(NC2C=C(CS(N)(=O)=O)C=CC=2)[N:27]=1.N1CCNCC1. (5) Given the product [Cl:9][CH2:10][CH2:11][O:12][CH2:13][CH2:14][C:15]([NH:8][CH2:7][C:4]1[CH:5]=[CH:6][N:1]=[CH:2][CH:3]=1)=[O:16], predict the reactants needed to synthesize it. The reactants are: [N:1]1[CH:6]=[CH:5][C:4]([CH2:7][NH2:8])=[CH:3][CH:2]=1.[Cl:9][CH2:10][CH2:11][O:12][CH2:13][CH2:14][C:15](Cl)=[O:16]. (6) The reactants are: [Cl:1][C:2]1[C:3]([CH:7]2[CH2:12][CH2:11][O:10][CH2:9][CH2:8]2)=[N:4][NH:5][CH:6]=1.C1C(=O)N([I:20])C(=O)C1. Given the product [Cl:1][C:2]1[C:3]([CH:7]2[CH2:12][CH2:11][O:10][CH2:9][CH2:8]2)=[N:4][NH:5][C:6]=1[I:20], predict the reactants needed to synthesize it. (7) Given the product [F:31][C:28]1[CH:29]=[CH:30][C:25]([C:23]2[N:24]=[C:20]([CH:17]3[CH2:18][CH2:19][N:14]([C:13]4[N:12]=[CH:11][N:10]=[C:9]([NH2:37])[C:8]=4[C:5]4[CH:4]=[N:38][C:39]([NH2:44])=[N:40][CH:6]=4)[CH2:15][CH2:16]3)[N:21]([CH3:36])[CH:22]=2)=[CH:26][C:27]=1[C:32]([F:34])([F:35])[F:33], predict the reactants needed to synthesize it. The reactants are: FC1C=[CH:6][C:5]([C:8]2[C:9]([NH2:37])=[N:10][CH:11]=[N:12][C:13]=2[N:14]2[CH2:19][CH2:18][CH:17]([C:20]3[N:21]([CH3:36])[CH:22]=[C:23]([C:25]4[CH:30]=[CH:29][C:28]([F:31])=[C:27]([C:32]([F:35])([F:34])[F:33])[CH:26]=4)[N:24]=3)[CH2:16][CH2:15]2)=[CH:4]C=1.[NH2:38][C:39]1[N:44]=CC(B2OC(C)(C)C(C)(C)O2)=C[N:40]=1. (8) Given the product [C:19]([C:21]1[CH:41]=[C:40]([C:2]2[N:3]=[C:4]([NH:8][C:9]3[C:10]([C:15]([O:17][CH3:18])=[O:16])=[N:11][N:12]([CH3:14])[CH:13]=3)[N:5]=[CH:6][N:7]=2)[CH:39]=[CH:38][C:22]=1[O:23][C@H:24]1[CH2:29][CH2:28][N:27]([C:30]([O:32][C:33]([CH3:36])([CH3:35])[CH3:34])=[O:31])[CH2:26][C@H:25]1[F:37])#[N:20], predict the reactants needed to synthesize it. The reactants are: Cl[C:2]1[N:7]=[CH:6][N:5]=[C:4]([NH:8][C:9]2[C:10]([C:15]([O:17][CH3:18])=[O:16])=[N:11][N:12]([CH3:14])[CH:13]=2)[N:3]=1.[C:19]([C:21]1[CH:41]=[C:40](B2OC(C)(C)C(C)(C)O2)[CH:39]=[CH:38][C:22]=1[O:23][C@H:24]1[CH2:29][CH2:28][N:27]([C:30]([O:32][C:33]([CH3:36])([CH3:35])[CH3:34])=[O:31])[CH2:26][C@H:25]1[F:37])#[N:20].C(=O)([O-])[O-].[Na+].[Na+]. (9) Given the product [CH2:1]([C@@H:8]([C:9]([N:33]([C:29]1[S:30][C:31]([F:32])=[C:27]([C:22]2[CH:23]=[CH:24][CH:25]=[CH:26][C:21]=2[Cl:20])[N:28]=1)[CH3:34])=[O:11])[CH2:12][C:13]([OH:15])=[O:14])[C:2]1[CH:3]=[CH:4][CH:5]=[CH:6][CH:7]=1, predict the reactants needed to synthesize it. The reactants are: [CH2:1]([C@H:8]([CH2:12][C:13]([O:15]C(C)(C)C)=[O:14])[C:9]([OH:11])=O)[C:2]1[CH:7]=[CH:6][CH:5]=[CH:4][CH:3]=1.[Cl:20][C:21]1[CH:26]=[CH:25][CH:24]=[CH:23][C:22]=1[C:27]1[N:28]=[C:29]([NH:33][CH3:34])[S:30][C:31]=1[F:32].